Regression. Given two drug SMILES strings and cell line genomic features, predict the synergy score measuring deviation from expected non-interaction effect. From a dataset of NCI-60 drug combinations with 297,098 pairs across 59 cell lines. (1) Drug 1: COC1=CC(=CC(=C1O)OC)C2C3C(COC3=O)C(C4=CC5=C(C=C24)OCO5)OC6C(C(C7C(O6)COC(O7)C8=CC=CS8)O)O. Drug 2: C(=O)(N)NO. Cell line: NCI-H226. Synergy scores: CSS=22.3, Synergy_ZIP=-0.336, Synergy_Bliss=-0.266, Synergy_Loewe=-40.2, Synergy_HSA=0.827. (2) Synergy scores: CSS=11.6, Synergy_ZIP=-10.1, Synergy_Bliss=-8.21, Synergy_Loewe=-11.8, Synergy_HSA=-7.18. Drug 2: C1=NC2=C(N1)C(=S)N=CN2. Cell line: SW-620. Drug 1: C1CC(C1)(C(=O)O)C(=O)O.[NH2-].[NH2-].[Pt+2]. (3) Drug 1: C1=CN(C(=O)N=C1N)C2C(C(C(O2)CO)O)O.Cl. Drug 2: C1=NC2=C(N=C(N=C2N1C3C(C(C(O3)CO)O)O)F)N. Cell line: UO-31. Synergy scores: CSS=24.2, Synergy_ZIP=-2.07, Synergy_Bliss=0.761, Synergy_Loewe=2.67, Synergy_HSA=3.68. (4) Drug 1: CCCS(=O)(=O)NC1=C(C(=C(C=C1)F)C(=O)C2=CNC3=C2C=C(C=N3)C4=CC=C(C=C4)Cl)F. Drug 2: CC1=C(C(CCC1)(C)C)C=CC(=CC=CC(=CC(=O)O)C)C. Cell line: HS 578T. Synergy scores: CSS=17.1, Synergy_ZIP=0.368, Synergy_Bliss=7.60, Synergy_Loewe=-2.42, Synergy_HSA=1.77. (5) Drug 1: CC12CCC3C(C1CCC2=O)CC(=C)C4=CC(=O)C=CC34C. Drug 2: CCN(CC)CCCC(C)NC1=C2C=C(C=CC2=NC3=C1C=CC(=C3)Cl)OC. Cell line: SF-268. Synergy scores: CSS=57.3, Synergy_ZIP=0.146, Synergy_Bliss=4.21, Synergy_Loewe=0.645, Synergy_HSA=4.82. (6) Drug 1: C1CN1P(=S)(N2CC2)N3CC3. Drug 2: CC1CCC2CC(C(=CC=CC=CC(CC(C(=O)C(C(C(=CC(C(=O)CC(OC(=O)C3CCCCN3C(=O)C(=O)C1(O2)O)C(C)CC4CCC(C(C4)OC)O)C)C)O)OC)C)C)C)OC. Cell line: SK-MEL-28. Synergy scores: CSS=16.5, Synergy_ZIP=-2.45, Synergy_Bliss=3.09, Synergy_Loewe=-4.11, Synergy_HSA=2.55. (7) Drug 1: CC(CN1CC(=O)NC(=O)C1)N2CC(=O)NC(=O)C2. Drug 2: CC12CCC3C(C1CCC2OP(=O)(O)O)CCC4=C3C=CC(=C4)OC(=O)N(CCCl)CCCl.[Na+]. Cell line: SR. Synergy scores: CSS=74.1, Synergy_ZIP=9.04, Synergy_Bliss=7.86, Synergy_Loewe=3.31, Synergy_HSA=11.3.